This data is from CYP3A4 inhibition data for predicting drug metabolism from PubChem BioAssay. The task is: Regression/Classification. Given a drug SMILES string, predict its absorption, distribution, metabolism, or excretion properties. Task type varies by dataset: regression for continuous measurements (e.g., permeability, clearance, half-life) or binary classification for categorical outcomes (e.g., BBB penetration, CYP inhibition). Dataset: cyp3a4_veith. (1) The molecule is CCOC(=O)c1cc2c(=O)n3ccccc3nc2n(CCCOC)c1=NC(C)=O. The result is 0 (non-inhibitor). (2) The drug is Cc1sc(=NC(=O)c2ccco2)n(C)c1-c1ccc(F)cc1. The result is 0 (non-inhibitor).